This data is from Reaction yield outcomes from USPTO patents with 853,638 reactions. The task is: Predict the reaction yield, written as a fraction of the theoretical maximum amount of product (1.0 means a 100% yield; for example, 0.34 means a 34% yield). The reactants are [NH2:1][C:2]1[C:7]2=[CH:8][CH:9]=[C:10]([CH:11]3[CH2:16][CH2:15][N:14]([C:17]([O:19][C:20]([CH3:23])([CH3:22])[CH3:21])=[O:18])[CH2:13][CH2:12]3)[N:6]2[N:5]=[CH:4][N:3]=1.[Br:24]N1C(C)(C)C(=O)N(Br)C1=O. The catalyst is O1CCCC1. The product is [NH2:1][C:2]1[C:7]2=[C:8]([Br:24])[CH:9]=[C:10]([CH:11]3[CH2:12][CH2:13][N:14]([C:17]([O:19][C:20]([CH3:23])([CH3:22])[CH3:21])=[O:18])[CH2:15][CH2:16]3)[N:6]2[N:5]=[CH:4][N:3]=1. The yield is 0.600.